This data is from Reaction yield outcomes from USPTO patents with 853,638 reactions. The task is: Predict the reaction yield, written as a fraction of the theoretical maximum amount of product (1.0 means a 100% yield; for example, 0.34 means a 34% yield). (1) The reactants are [C:1]([NH:8][C:9]1[CH:14]=[CH:13][C:12]([F:15])=[CH:11][CH:10]=1)([O:3][C:4]([CH3:7])([CH3:6])[CH3:5])=[O:2].[Li][C:17]([CH3:20])([CH3:19])[CH3:18].CCCCC.C(Br)C(=C)C. The catalyst is C1COCC1. The product is [C:4]([O:3][C:1](=[O:2])[NH:8][C:9]1[CH:14]=[CH:13][C:12]([F:15])=[CH:11][C:10]=1[CH2:19][C:17]([CH3:20])=[CH2:18])([CH3:7])([CH3:6])[CH3:5]. The yield is 0.800. (2) The reactants are Br[C:2]1[C:12]2[O:11][CH2:10][CH2:9][N:8]([C:13]([O:15][C:16]([CH3:19])([CH3:18])[CH3:17])=[O:14])[CH2:7][C:6]=2[CH:5]=[CH:4][CH:3]=1.[F:20][C:21]([F:32])([F:31])[C:22]1[CH:27]=[CH:26][C:25](B(O)O)=[CH:24][CH:23]=1.O. The catalyst is C(O)C.C(=O)([O-])[O-].[Na+].[Na+].C1(C)C=CC=CC=1.C1C=CC([P]([Pd]([P](C2C=CC=CC=2)(C2C=CC=CC=2)C2C=CC=CC=2)([P](C2C=CC=CC=2)(C2C=CC=CC=2)C2C=CC=CC=2)[P](C2C=CC=CC=2)(C2C=CC=CC=2)C2C=CC=CC=2)(C2C=CC=CC=2)C2C=CC=CC=2)=CC=1. The product is [F:20][C:21]([F:32])([F:31])[C:22]1[CH:27]=[CH:26][C:25]([C:2]2[C:12]3[O:11][CH2:10][CH2:9][N:8]([C:13]([O:15][C:16]([CH3:19])([CH3:18])[CH3:17])=[O:14])[CH2:7][C:6]=3[CH:5]=[CH:4][CH:3]=2)=[CH:24][CH:23]=1. The yield is 0.837. (3) The reactants are [C:1]([N:5]1[CH:9]=[C:8]([CH:10](O)[C:11]2[CH:16]=[CH:15][CH:14]=[CH:13][CH:12]=2)/[C:7](=[N:18]/[C:19](=[O:29])[C:20]2[CH:25]=[C:24]([Cl:26])[CH:23]=[CH:22][C:21]=2[O:27][CH3:28])/[S:6]1)([CH3:4])([CH3:3])[CH3:2].C([SiH](CC)CC)C.[C:37]([OH:43])([C:39]([F:42])([F:41])[F:40])=[O:38]. No catalyst specified. The product is [F:40][C:39]([F:42])([F:41])[C:37]([OH:43])=[O:38].[CH2:10]([C:8]1=[CH:9][N:5]([C:1]([CH3:4])([CH3:3])[CH3:2])[S:6]/[C:7]/1=[N:18]\[C:19](=[O:29])[C:20]1[CH:25]=[C:24]([Cl:26])[CH:23]=[CH:22][C:21]=1[O:27][CH3:28])[C:11]1[CH:16]=[CH:15][CH:14]=[CH:13][CH:12]=1. The yield is 0.00100. (4) The reactants are C(O)(C)C.FC(F)(F)C([NH:9][CH:10]([C:15]1[CH:24]=[CH:23][C:22]2[C:17](=[CH:18][CH:19]=[CH:20][CH:21]=2)[CH:16]=1)[C:11]([CH3:14])([OH:13])[CH3:12])=O.[OH-].[K+]. The catalyst is C(O)C. The product is [NH2:9][CH:10]([C:15]1[CH:24]=[CH:23][C:22]2[C:17](=[CH:18][CH:19]=[CH:20][CH:21]=2)[CH:16]=1)[C:11]([CH3:14])([OH:13])[CH3:12]. The yield is 0.970. (5) The reactants are [Cl:1][C:2]1[CH:3]=[C:4]([C:20]2[C:21]([C:26]#[N:27])=[CH:22][CH:23]=[CH:24][CH:25]=2)[CH:5]=[CH:6][C:7]=1[CH2:8][C:9]1[C:14](=[O:15])[NH:13][C:12]([CH3:16])=[N:11][C:10]=1[CH2:17][CH2:18][CH3:19].[CH3:28][C:29]1([CH3:41])[CH2:33][C:32]2[CH:34]=[C:35](B(O)O)[CH:36]=[CH:37][C:31]=2[O:30]1.C([N:44](CC)CC)C.N1C=CC=CC=1.[C:55]([O:58]CC)(=[O:57])C. The catalyst is ClCCl.C([O-])(=O)C.[Cu+2].C([O-])(=O)C. The product is [Cl:1][C:2]1[CH:3]=[C:4]([C:20]2[CH:25]=[CH:24][CH:23]=[CH:22][C:21]=2[C:26]2[NH:44][C:55](=[O:57])[O:58][N:27]=2)[CH:5]=[CH:6][C:7]=1[CH2:8][C:9]1[C:14](=[O:15])[N:13]([C:35]2[CH:36]=[CH:37][C:31]3[O:30][C:29]([CH3:41])([CH3:28])[CH2:33][C:32]=3[CH:34]=2)[C:12]([CH3:16])=[N:11][C:10]=1[CH2:17][CH2:18][CH3:19]. The yield is 0.620. (6) The reactants are [OH:1][CH:2]1[CH2:7][CH2:6][S:5][CH2:4][CH2:3]1.C(N(CC)CC)C.[C:15](Cl)(=[O:19])[C:16]([CH3:18])=[CH2:17]. The catalyst is C(Cl)Cl. The product is [C:15]([O:1][CH:2]1[CH2:7][CH2:6][S:5][CH2:4][CH2:3]1)(=[O:19])[C:16]([CH3:18])=[CH2:17]. The yield is 0.613. (7) The reactants are [F:1][C:2]1[CH:38]=[CH:37][CH:36]=[CH:35][C:3]=1[O:4][C:5]1[N:6]=[C:7]([CH2:31][CH:32]([CH3:34])[CH3:33])[C:8]2[N:13]=[C:12]([C:14]3[CH:28]=[C:27]([CH3:29])[C:17]([O:18][CH2:19][C:20]([O:22]C(C)(C)C)=[O:21])=[C:16]([CH3:30])[CH:15]=3)[O:11][C:9]=2[N:10]=1.FC(F)(F)C(O)=O. No catalyst specified. The product is [F:1][C:2]1[CH:38]=[CH:37][CH:36]=[CH:35][C:3]=1[O:4][C:5]1[N:6]=[C:7]([CH2:31][CH:32]([CH3:34])[CH3:33])[C:8]2[N:13]=[C:12]([C:14]3[CH:28]=[C:27]([CH3:29])[C:17]([O:18][CH2:19][C:20]([OH:22])=[O:21])=[C:16]([CH3:30])[CH:15]=3)[O:11][C:9]=2[N:10]=1. The yield is 0.560. (8) The reactants are [H-].[Al+3].[Li+].[H-].[H-].[H-].[Cl:7][C:8]1[CH:9]=[CH:10][C:11]([C:31](OC)=[O:32])=[C:12]2[C:16]=1[N:15]=[C:14]1[N:17]([C:21]3[C:26]([Cl:27])=[CH:25][C:24]([O:28][CH3:29])=[CH:23][C:22]=3[Cl:30])[CH2:18][CH2:19][CH2:20][N:13]21.O.O.O.O.O.O.O.O.O.O.S([O-])([O-])(=O)=O.[Na+].[Na+].CC(OI1(OC(C)=O)(OC(C)=O)OC(=O)C2C=CC=CC1=2)=O. The catalyst is O1CCCC1.C(#N)C.C(=O)(O)[O-].[Na+].C(OCC)(=O)C.CS(C)=O. The product is [Cl:7][C:8]1[CH:9]=[CH:10][C:11]([CH:31]=[O:32])=[C:12]2[C:16]=1[N:15]=[C:14]1[N:17]([C:21]3[C:22]([Cl:30])=[CH:23][C:24]([O:28][CH3:29])=[CH:25][C:26]=3[Cl:27])[CH2:18][CH2:19][CH2:20][N:13]21. The yield is 0.890. (9) The reactants are Br[C:2]1[CH:7]=[N:6][CH2:5][C:4](N)([O:8][CH3:9])[N:3]=1.[CH3:11][PH:12](=[O:14])[CH3:13].P([O-])([O-])([O-])=O.[K+].[K+].[K+].C[N:24](C=O)C. The catalyst is C([O-])(=O)C.[Pd+2].C([O-])(=O)C.CC1(C)C2C(=C(P(C3C=CC=CC=3)C3C=CC=CC=3)C=CC=2)OC2C(P(C3C=CC=CC=3)C3C=CC=CC=3)=CC=CC1=2. The product is [CH3:11][P:12]([C:2]1[N:3]=[C:4]([O:8][CH3:9])[C:5]([NH2:24])=[N:6][CH:7]=1)([CH3:13])=[O:14]. The yield is 0.630.